The task is: Predict which catalyst facilitates the given reaction.. This data is from Catalyst prediction with 721,799 reactions and 888 catalyst types from USPTO. (1) Reactant: [C:1]([O:5][C:6]([N:8]1[CH2:12][C@H:11]([OH:13])[CH2:10][C@H:9]1[C:14]([OH:16])=[O:15])=[O:7])([CH3:4])([CH3:3])[CH3:2].[N+](=[CH2:19])=[N-]. Product: [OH:13][C@H:11]1[CH2:12][N:8]([C:6]([O:5][C:1]([CH3:4])([CH3:2])[CH3:3])=[O:7])[C@H:9]([C:14]([O:16][CH3:19])=[O:15])[CH2:10]1. The catalyst class is: 1. (2) Reactant: [NH2:1][C:2]1[CH:3]=[C:4]([CH:8]=[CH:9][C:10]=1[O:11][CH3:12])[C:5]([NH2:7])=[O:6].[Cl:13][C:14]1[N:19]=[C:18](Cl)[C:17]([Cl:21])=[CH:16][N:15]=1. Product: [Cl:13][C:14]1[N:19]=[C:18]([NH:1][C:2]2[CH:3]=[C:4]([CH:8]=[CH:9][C:10]=2[O:11][CH3:12])[C:5]([NH2:7])=[O:6])[C:17]([Cl:21])=[CH:16][N:15]=1. The catalyst class is: 7. (3) Reactant: C([O:3][C:4]([C:6]1[C:10]2[N:11]=[CH:12][N:13]=[C:14]([Cl:15])[C:9]=2[NH:8][CH:7]=1)=[O:5])C.O[Li].O. Product: [Cl:15][C:14]1[C:9]2[NH:8][CH:7]=[C:6]([C:4]([OH:5])=[O:3])[C:10]=2[N:11]=[CH:12][N:13]=1. The catalyst class is: 20. (4) Reactant: [F:1][C:2]1[CH:3]=[C:4]([C:8]2[CH:9]=[C:10]([CH:15]=[C:16]([O:18][CH3:19])[CH:17]=2)[C:11]([O:13]C)=[O:12])[CH:5]=[CH:6][CH:7]=1.[OH-].[K+]. Product: [F:1][C:2]1[CH:3]=[C:4]([C:8]2[CH:9]=[C:10]([CH:15]=[C:16]([O:18][CH3:19])[CH:17]=2)[C:11]([OH:13])=[O:12])[CH:5]=[CH:6][CH:7]=1. The catalyst class is: 92. (5) Reactant: Cl[C:2]1[N:10]2[CH:11]([C:14]3[CH:15]=[N:16][CH:17]=[CH:18][CH:19]=3)[CH2:12][O:13][C:8]3=[C:9]2[C:4](=[CH:5][CH:6]=[C:7]3[C:20]2[C:21]([CH3:26])=[N:22][O:23][C:24]=2[CH3:25])[N:3]=1.Cl.[NH:28]1[CH2:31][CH:30]([OH:32])[CH2:29]1. Product: [CH3:26][C:21]1[C:20]([C:7]2[C:8]3[O:13][CH2:12][CH:11]([C:14]4[CH:15]=[N:16][CH:17]=[CH:18][CH:19]=4)[N:10]4[C:2]([N:28]5[CH2:31][CH:30]([OH:32])[CH2:29]5)=[N:3][C:4]([C:9]=34)=[CH:5][CH:6]=2)=[C:24]([CH3:25])[O:23][N:22]=1. The catalyst class is: 5. (6) Reactant: [NH2:1][C:2]1[CH:11]=[CH:10][CH:9]=[C:8]2[C:3]=1[CH:4]=[CH:5][C:6]([OH:12])=[CH:7]2.[H-].[Na+].Cl[C:16]1[CH:21]=[CH:20][N:19]=[C:18]([C:22]([NH:24][CH3:25])=[O:23])[CH:17]=1. Product: [NH2:1][C:2]1[CH:11]=[CH:10][CH:9]=[C:8]2[C:3]=1[CH:4]=[CH:5][C:6]([O:12][C:16]1[CH:21]=[CH:20][N:19]=[C:18]([C:22]([NH:24][CH3:25])=[O:23])[CH:17]=1)=[CH:7]2. The catalyst class is: 479. (7) The catalyst class is: 5. Product: [NH2:11][C@H:7]([C:8]([OH:10])=[O:9])[CH2:6][CH2:5][C:3]([NH:23][CH2:19][CH3:20])=[O:4]. Reactant: CO[C:3]([CH2:5][CH2:6][C@H:7]([NH2:11])[C:8]([OH:10])=[O:9])=[O:4].C(CC(=O)C)(=O)C.[C:19]([NH2:23])(C)(C)[CH3:20].C(N)C. (8) Reactant: Cl.[Br:2][C:3]1[CH:10]=[CH:9][C:6]([CH2:7][NH2:8])=[CH:5][CH:4]=1.C(N(CC)CC)C.[C:18]([O:22][C:23](O[C:23]([O:22][C:18]([CH3:21])([CH3:20])[CH3:19])=[O:24])=[O:24])([CH3:21])([CH3:20])[CH3:19]. Product: [C:18]([O:22][C:23]([NH:8][CH2:7][C:6]1[CH:9]=[CH:10][C:3]([Br:2])=[CH:4][CH:5]=1)=[O:24])([CH3:21])([CH3:20])[CH3:19]. The catalyst class is: 2. (9) Reactant: FC(F)(F)C(O)=O.C([O:12][C:13]([N:15]1[CH2:20][CH2:19][CH:18]([N:21]2[C:25]3=[N:26][CH:27]=[N:28][C:29]([O:30][C:31]4[C:32]([CH3:37])=[N:33][CH:34]=[CH:35][CH:36]=4)=[C:24]3[CH:23]=[N:22]2)[CH2:17][CH2:16]1)=[O:14])(C)(C)C.ClC(O[CH2:42][CH:43]([CH3:45])[CH3:44])=O.C(N(CC)CC)C. Product: [CH2:42]([O:12][C:13]([N:15]1[CH2:20][CH2:19][CH:18]([N:21]2[C:25]3=[N:26][CH:27]=[N:28][C:29]([O:30][C:31]4[C:32]([CH3:37])=[N:33][CH:34]=[CH:35][CH:36]=4)=[C:24]3[CH:23]=[N:22]2)[CH2:17][CH2:16]1)=[O:14])[CH:43]([CH3:45])[CH3:44]. The catalyst class is: 46.